Dataset: Reaction yield outcomes from USPTO patents with 853,638 reactions. Task: Predict the reaction yield, written as a fraction of the theoretical maximum amount of product (1.0 means a 100% yield; for example, 0.34 means a 34% yield). (1) The reactants are Br[C:2]1[C:6]([C:7]2[N:8]=[C:9]([NH:12][C:13]3[N:18]=[C:17]([CH3:19])[CH:16]=[CH:15][N:14]=3)[S:10][CH:11]=2)=[CH:5][N:4]([CH2:20][C:21]2[CH:26]=[CH:25][C:24]([O:27][CH3:28])=[CH:23][CH:22]=2)[N:3]=1.[Si:29]([O:36][CH:37]1[CH2:41][CH2:40][N:39]([C:42]2[CH:47]=[CH:46][CH:45]=[C:44](B3OC(C)(C)C(C)(C)O3)[CH:43]=2)[CH2:38]1)([C:32]([CH3:35])([CH3:34])[CH3:33])([CH3:31])[CH3:30].C([O-])(O)=O.[Na+]. The catalyst is O1CCOCC1.O.C1C=CC([P]([Pd]([P](C2C=CC=CC=2)(C2C=CC=CC=2)C2C=CC=CC=2)([P](C2C=CC=CC=2)(C2C=CC=CC=2)C2C=CC=CC=2)[P](C2C=CC=CC=2)(C2C=CC=CC=2)C2C=CC=CC=2)(C2C=CC=CC=2)C2C=CC=CC=2)=CC=1. The product is [Si:29]([O:36][CH:37]1[CH2:41][CH2:40][N:39]([C:42]2[CH:43]=[C:44]([C:2]3[C:6]([C:7]4[N:8]=[C:9]([NH:12][C:13]5[N:18]=[C:17]([CH3:19])[CH:16]=[CH:15][N:14]=5)[S:10][CH:11]=4)=[CH:5][N:4]([CH2:20][C:21]4[CH:26]=[CH:25][C:24]([O:27][CH3:28])=[CH:23][CH:22]=4)[N:3]=3)[CH:45]=[CH:46][CH:47]=2)[CH2:38]1)([C:32]([CH3:35])([CH3:34])[CH3:33])([CH3:31])[CH3:30]. The yield is 0.220. (2) The reactants are C(Br)C1C=CC=CC=1.[F:9][C:10]([F:20])([F:19])[C:11]1[CH:18]=[CH:17][C:14]([CH2:15]Br)=[CH:13][CH:12]=1.[CH3:21][C:22]1[N:23]=[C:24]([N:27]2[CH2:31][CH2:30][NH:29][C:28]2=[O:32])[S:25][CH:26]=1. No catalyst specified. The product is [CH3:21][C:22]1[N:23]=[C:24]([N:27]2[CH2:31][CH2:30][N:29]([CH2:15][C:14]3[CH:17]=[CH:18][C:11]([C:10]([F:20])([F:19])[F:9])=[CH:12][CH:13]=3)[C:28]2=[O:32])[S:25][CH:26]=1. The yield is 0.420.